This data is from Catalyst prediction with 721,799 reactions and 888 catalyst types from USPTO. The task is: Predict which catalyst facilitates the given reaction. (1) Reactant: [CH2:1]([O:8][C:9]1[CH:14]=[CH:13][C:12](Br)=[CH:11][CH:10]=1)[C:2]1[CH:7]=[CH:6][CH:5]=[CH:4][CH:3]=1.CC1(C)C(C)(C)OB([C:24]2[CH2:29][CH2:28][N:27]([C:30]([O:32][C:33]([CH3:36])([CH3:35])[CH3:34])=[O:31])[CH2:26][CH:25]=2)O1.O.C(=O)([O-])[O-].[Na+].[Na+]. Product: [CH2:1]([O:8][C:9]1[CH:14]=[CH:13][C:12]([C:24]2[CH2:29][CH2:28][N:27]([C:30]([O:32][C:33]([CH3:36])([CH3:35])[CH3:34])=[O:31])[CH2:26][CH:25]=2)=[CH:11][CH:10]=1)[C:2]1[CH:7]=[CH:6][CH:5]=[CH:4][CH:3]=1. The catalyst class is: 790. (2) Reactant: [Cl:1][C:2]1[C:3]([F:11])=[C:4]([C:7]([F:10])=[CH:8][CH:9]=1)[CH:5]=[O:6].[CH:12]([Mg]Br)=[CH2:13]. Product: [Cl:1][C:2]1[C:3]([F:11])=[C:4]([CH:5]([OH:6])[CH:12]=[CH2:13])[C:7]([F:10])=[CH:8][CH:9]=1. The catalyst class is: 1. (3) Reactant: [N:1]([CH2:4][CH:5]1[CH2:9][C:8]2[CH:10]=[C:11]([Cl:20])[CH:12]=[C:13]([CH:14]3[CH2:19][CH2:18][CH2:17][CH2:16][CH2:15]3)[C:7]=2[O:6]1)=[N+]=[N-]. Product: [Cl:20][C:11]1[CH:12]=[C:13]([CH:14]2[CH2:15][CH2:16][CH2:17][CH2:18][CH2:19]2)[C:7]2[O:6][CH:5]([CH2:4][NH2:1])[CH2:9][C:8]=2[CH:10]=1. The catalyst class is: 553.